Dataset: Reaction yield outcomes from USPTO patents with 853,638 reactions. Task: Predict the reaction yield, written as a fraction of the theoretical maximum amount of product (1.0 means a 100% yield; for example, 0.34 means a 34% yield). (1) The reactants are [C:1]([O:4][C:5]1[CH:13]=[C:12]2[C:8]([C@H:9]([CH2:21][Cl:22])[CH2:10][N:11]2C(OC(C)(C)C)=O)=[C:7]2[C:23]([CH3:26])=[CH:24][S:25][C:6]=12)(=[O:3])[CH3:2].Cl. The catalyst is O1CCOCC1. The product is [C:1]([O:4][C:5]1[CH:13]=[C:12]2[C:8]([C@H:9]([CH2:21][Cl:22])[CH2:10][NH:11]2)=[C:7]2[C:23]([CH3:26])=[CH:24][S:25][C:6]=12)(=[O:3])[CH3:2]. The yield is 1.00. (2) The reactants are [Si](O[CH2:9][C@H:10]([CH2:26][CH2:27][CH2:28][O:29]S(C)(=O)=O)[CH2:11][C@H:12]1[CH2:16][O:15][C:14]([CH3:18])([CH3:17])[N:13]1[C:19]([O:21][C:22]([CH3:25])([CH3:24])[CH3:23])=[O:20])(C(C)(C)C)(C)C.O.[F-].C([N+](CC)(CC)CC)C. The catalyst is C1COCC1.CCOC(C)=O. The product is [CH3:17][C:14]1([CH3:18])[N:13]([C:19]([O:21][C:22]([CH3:23])([CH3:24])[CH3:25])=[O:20])[C@@H:12]([CH2:11][C@H:10]2[CH2:26][CH2:27][CH2:28][O:29][CH2:9]2)[CH2:16][O:15]1. The yield is 0.540. (3) The reactants are C(O)=O.[OH:4][C:5]1[C:14]2[C:9](=[CH:10][CH:11]=[CH:12][CH:13]=2)[O:8][C:7](=[O:15])[CH:6]=1.[CH:16]([C:18]1[CH:35]=[CH:34][C:21]([C:22]([O:24][CH:25]([C:27]([F:33])([F:32])[C:28]([F:31])([F:30])[F:29])[CH3:26])=[O:23])=[CH:20][CH:19]=1)=O.C(N(CC)CC)C. The catalyst is C(OCC)(=O)C. The product is [OH:4][C:5]1[C:14]2[C:9](=[CH:10][CH:11]=[CH:12][CH:13]=2)[O:8][C:7](=[O:15])[C:6]=1[CH2:16][C:18]1[CH:19]=[CH:20][C:21]([C:22]([O:24][CH:25]([C:27]([F:32])([F:33])[C:28]([F:30])([F:31])[F:29])[CH3:26])=[O:23])=[CH:34][CH:35]=1. The yield is 0.600. (4) The reactants are [C:1]1([CH:7]([C:31]2[CH:36]=[CH:35][CH:34]=[CH:33][CH:32]=2)[N:8]2[C:16]3[C:11](=[CH:12][CH:13]=[CH:14][CH:15]=3)[C:10]([OH:29])([C:17]3[C:22]([O:23]COC)=[CH:21][N:20]=[C:19]([O:27][CH3:28])[CH:18]=3)[C:9]2=[O:30])[CH:6]=[CH:5][CH:4]=[CH:3][CH:2]=1.FC(F)(F)C(O)=O. The catalyst is ClCCl. The product is [C:31]1([CH:7]([C:1]2[CH:2]=[CH:3][CH:4]=[CH:5][CH:6]=2)[N:8]2[C:16]3[C:11](=[CH:12][CH:13]=[CH:14][CH:15]=3)[C:10]([OH:29])([C:17]3[C:22]([OH:23])=[CH:21][N:20]=[C:19]([O:27][CH3:28])[CH:18]=3)[C:9]2=[O:30])[CH:32]=[CH:33][CH:34]=[CH:35][CH:36]=1. The yield is 0.970. (5) The product is [C:1]1([C:7]2[CH:8]=[CH:9][N:10]3[C:15]=2[C:14]([NH:16][CH2:17][C:18]2[CH:23]=[CH:22][CH:21]=[CH:20][N:19]=2)=[N:13][C:12]([C:24]2[CH:25]=[N:26][CH:27]=[C:28]([CH:31]=2)[C:29]([NH2:30])=[O:36])=[N:11]3)[CH:6]=[CH:5][CH:4]=[CH:3][CH:2]=1. The yield is 0.447. The reactants are [C:1]1([C:7]2[CH:8]=[CH:9][N:10]3[C:15]=2[C:14]([NH:16][CH2:17][C:18]2[CH:23]=[CH:22][CH:21]=[CH:20][N:19]=2)=[N:13][C:12]([C:24]2[CH:25]=[N:26][CH:27]=[C:28]([CH:31]=2)[C:29]#[N:30])=[N:11]3)[CH:6]=[CH:5][CH:4]=[CH:3][CH:2]=1.C([OH:36])(C)(C)C.CC(C)([O-])C.[K+]. No catalyst specified.